Task: Predict the reactants needed to synthesize the given product.. Dataset: Full USPTO retrosynthesis dataset with 1.9M reactions from patents (1976-2016) (1) Given the product [Cl:1][C:2]1[CH:3]=[C:4]([C:9]2[CH2:10][CH:11]3[N:16]([CH3:17])[CH:14]([CH2:13][CH2:12]3)[CH:15]=2)[CH:5]=[CH:6][C:7]=1[Cl:8], predict the reactants needed to synthesize it. The reactants are: [Cl:1][C:2]1[CH:3]=[C:4]([C:9]2(O)[CH2:15][CH:14]3[N:16]([CH3:17])[CH:11]([CH2:12][CH2:13]3)[CH2:10]2)[CH:5]=[CH:6][C:7]=1[Cl:8].O=S(Cl)Cl.[OH-].[Na+]. (2) Given the product [CH2:1]([CH:8]1[CH2:14][N:13]([CH2:15][C:16]([NH:31][C:32]2[CH:37]=[CH:36][CH:35]=[CH:34][CH:33]=2)=[O:17])[C:12](=[O:19])[CH2:11][N:10]([S:20]([C:23]2[CH:28]=[CH:27][C:26]([Cl:29])=[CH:25][CH:24]=2)(=[O:22])=[O:21])[C:9]1=[O:30])[C:2]1[CH:3]=[CH:4][CH:5]=[CH:6][CH:7]=1, predict the reactants needed to synthesize it. The reactants are: [CH2:1]([CH:8]1[CH2:14][N:13]([CH2:15][C:16](O)=[O:17])[C:12](=[O:19])[CH2:11][N:10]([S:20]([C:23]2[CH:28]=[CH:27][C:26]([Cl:29])=[CH:25][CH:24]=2)(=[O:22])=[O:21])[C:9]1=[O:30])[C:2]1[CH:7]=[CH:6][CH:5]=[CH:4][CH:3]=1.[NH2:31][C:32]1[CH:37]=[CH:36][CH:35]=[CH:34][CH:33]=1.C(N(CC)CC)C. (3) Given the product [CH2:6]1[C:7]2[CH:12]=[CH:11][CH:10]=[CH:9][C:8]=2[CH2:2][CH2:3][N:4]([C:16](=[O:18])[CH3:17])[CH2:5]1, predict the reactants needed to synthesize it. The reactants are: Cl.[CH2:2]1[C:8]2[CH:9]=[CH:10][CH:11]=[CH:12][C:7]=2[CH2:6][CH2:5][NH:4][CH2:3]1.C(Cl)Cl.[C:16](OC(=O)C)(=[O:18])[CH3:17]. (4) Given the product [S:15]1[C:19]2[CH:20]=[CH:21][CH:22]=[CH:23][C:18]=2[N:17]=[C:16]1[NH:24][C@H:25]1[CH2:26][C@H:27]([N:29]2[C:2]3=[N:3][CH:4]=[C:5]([F:14])[CH:6]=[C:7]3[N:8]([CH3:13])[C:9]2=[O:12])[CH2:28]1, predict the reactants needed to synthesize it. The reactants are: Cl[C:2]1[C:7]([N:8]([CH3:13])[C:9](=[O:12])OC)=[CH:6][C:5]([F:14])=[CH:4][N:3]=1.[S:15]1[C:19]2[CH:20]=[CH:21][CH:22]=[CH:23][C:18]=2[N:17]=[C:16]1[NH:24][C@H:25]1[CH2:28][C@H:27]([NH2:29])[CH2:26]1.CC(C)([O-])C.[Na+]. (5) Given the product [I:1][C:2]1[CH:3]=[CH:4][C:5]2[N:6]([C:10]([C:11]3[CH:16]=[CH:15][CH:14]=[C:13]([O:17][CH2:18][CH2:19][N:20]4[CH2:21][CH2:22][O:23][CH2:24][CH2:25]4)[CH:12]=3)=[N:9][N:8]=2)[CH:7]=1, predict the reactants needed to synthesize it. The reactants are: [I:1][C:2]1[CH:3]=[CH:4][C:5]([NH:8]/[N:9]=[CH:10]/[C:11]2[CH:16]=[CH:15][CH:14]=[C:13]([O:17][CH2:18][CH2:19][N:20]3[CH2:25][CH2:24][O:23][CH2:22][CH2:21]3)[CH:12]=2)=[N:6][CH:7]=1.CCO. (6) Given the product [CH3:14][O:15][C:16]1[CH:21]=[CH:20][N:19]=[CH:18][C:17]=1[NH:22][C:2]([NH:1][C:4]1[C:12]2[N:11]=[CH:10][N:9]([CH3:13])[C:8]=2[CH:7]=[CH:6][CH:5]=1)=[S:3], predict the reactants needed to synthesize it. The reactants are: [N:1]([C:4]1[C:12]2[N:11]=[CH:10][N:9]([CH3:13])[C:8]=2[CH:7]=[CH:6][CH:5]=1)=[C:2]=[S:3].[CH3:14][O:15][C:16]1[CH:21]=[CH:20][N:19]=[CH:18][C:17]=1[NH2:22]. (7) Given the product [Cl:19][C:2]1[C:3]2[C:4](=[N:13][N:14]([CH3:16])[CH:15]=2)[N:5]=[C:6]([C:8]([O:10][CH2:11][CH3:12])=[O:9])[N:7]=1, predict the reactants needed to synthesize it. The reactants are: O[C:2]1[C:3]2[C:4](=[N:13][N:14]([CH3:16])[CH:15]=2)[N:5]=[C:6]([C:8]([O:10][CH2:11][CH3:12])=[O:9])[N:7]=1.P(Cl)(Cl)([Cl:19])=O. (8) Given the product [CH3:13][C:12]1[N:11]([C:14]([C:27]2[CH:32]=[CH:31][CH:30]=[CH:29][CH:28]=2)([C:21]2[CH:26]=[CH:25][CH:24]=[CH:23][CH:22]=2)[C:15]2[CH:20]=[CH:19][CH:18]=[CH:17][CH:16]=2)[N:10]=[C:9]([C:33]2[CH:38]=[CH:37][CH:36]=[C:35]([CH3:39])[N:34]=2)[C:8]=1[C:6]1[CH:5]=[CH:4][N:3]=[C:2]([C:45]2[CH:46]=[CH:47][C:42]([CH:40]=[O:41])=[CH:43][CH:44]=2)[CH:7]=1, predict the reactants needed to synthesize it. The reactants are: Br[C:2]1[CH:7]=[C:6]([C:8]2[C:9]([C:33]3[CH:38]=[CH:37][CH:36]=[C:35]([CH3:39])[N:34]=3)=[N:10][N:11]([C:14]([C:27]3[CH:32]=[CH:31][CH:30]=[CH:29][CH:28]=3)([C:21]3[CH:26]=[CH:25][CH:24]=[CH:23][CH:22]=3)[C:15]3[CH:20]=[CH:19][CH:18]=[CH:17][CH:16]=3)[C:12]=2[CH3:13])[CH:5]=[CH:4][N:3]=1.[CH:40]([C:42]1[CH:47]=[CH:46][C:45](B(O)O)=[CH:44][CH:43]=1)=[O:41].